This data is from Forward reaction prediction with 1.9M reactions from USPTO patents (1976-2016). The task is: Predict the product of the given reaction. (1) Given the reactants [F:1][C:2]1[C:18]([N+:19]([O-])=O)=[CH:17][CH:16]=[C:15]([F:22])[C:3]=1[C:4]([N:6]1[CH2:10][CH2:9][CH2:8][C@H:7]1[C:11]([O:13][CH3:14])=[O:12])=[O:5], predict the reaction product. The product is: [NH2:19][C:18]1[C:2]([F:1])=[C:3]([C:15]([F:22])=[CH:16][CH:17]=1)[C:4]([N:6]1[CH2:10][CH2:9][CH2:8][C@H:7]1[C:11]([O:13][CH3:14])=[O:12])=[O:5]. (2) The product is: [Cl:22][C:18]1[CH:17]=[C:16]([O:15][C:5]2[CH:4]=[CH:3][C:2]([C:27]3[CH:28]=[N:23][CH:24]=[N:25][CH:26]=3)=[CH:14][C:6]=2[C:7]([N:9]([CH2:12][CH3:13])[CH2:10][CH3:11])=[O:8])[CH:21]=[CH:20][N:19]=1. Given the reactants Br[C:2]1[CH:3]=[CH:4][C:5]([O:15][C:16]2[CH:21]=[CH:20][N:19]=[C:18]([Cl:22])[CH:17]=2)=[C:6]([CH:14]=1)[C:7]([N:9]([CH2:12][CH3:13])[CH2:10][CH3:11])=[O:8].[N:23]1[CH:28]=[C:27](B(O)O)[CH:26]=[N:25][CH:24]=1.C(=O)([O-])[O-].[K+].[K+], predict the reaction product. (3) Given the reactants [CH2:1]([O:6][C:7]1[C:8]([O:10][C@H:11]([C@H:14]([CH2:16][OH:17])[OH:15])[C:12]=1[OH:13])=[O:9])[CH:2]([CH2:4][OH:5])[OH:3].CS(C)=O.C(N(CC)CC)C.[C:29](Cl)(=[O:37])[CH2:30][CH2:31][CH2:32][CH2:33][CH2:34][CH2:35][CH3:36], predict the reaction product. The product is: [CH2:1]([O:6][C:7]1[C:8]([O:10][C@H:11]([C@H:14]([CH2:16][OH:17])[OH:15])[C:12]=1[O:13][C:29](=[O:37])[CH2:30][CH2:31][CH2:32][CH2:33][CH2:34][CH2:35][CH3:36])=[O:9])[CH:2]([CH2:4][OH:5])[OH:3]. (4) The product is: [NH2:1][C:4]1[CH:5]=[CH:6][C:7]([O:8][C:9]2[N:14]=[CH:13][N:12]=[C:11]([NH:15][CH:16]3[CH2:17][CH2:18][CH:19]([OH:22])[CH2:20][CH2:21]3)[CH:10]=2)=[CH:23][CH:24]=1. Given the reactants [N+:1]([C:4]1[CH:24]=[CH:23][C:7]([O:8][C:9]2[N:14]=[CH:13][N:12]=[C:11]([NH:15][CH:16]3[CH2:21][CH2:20][CH:19]([OH:22])[CH2:18][CH2:17]3)[CH:10]=2)=[CH:6][CH:5]=1)([O-])=O, predict the reaction product. (5) Given the reactants [OH:1][CH2:2][C@@H:3]([NH:20]C(=O)OC(C)(C)C)[C:4]([NH:6][C:7]1[CH:12]=[CH:11][C:10]([C:13]2[O:17][CH:16]=[N:15][CH:14]=2)=[C:9]([O:18][CH3:19])[CH:8]=1)=[O:5].C(O)(C(F)(F)F)=O.C(=O)([O-])[O-].[Na+].[Na+], predict the reaction product. The product is: [NH2:20][C@H:3]([CH2:2][OH:1])[C:4]([NH:6][C:7]1[CH:12]=[CH:11][C:10]([C:13]2[O:17][CH:16]=[N:15][CH:14]=2)=[C:9]([O:18][CH3:19])[CH:8]=1)=[O:5]. (6) Given the reactants [NH:1]1[C:5]2[CH:6]=[CH:7][C:8]([C:10]([CH:12]3C(=O)O[C:15](C)([CH3:19])[O:14][C:13]3=[O:21])=[O:11])=[CH:9][C:4]=2[N:3]=[N:2]1, predict the reaction product. The product is: [NH:1]1[C:5]2[CH:6]=[CH:7][C:8]([C:10](=[O:11])[CH2:12][C:13]([O:14][CH2:15][CH3:19])=[O:21])=[CH:9][C:4]=2[N:3]=[N:2]1. (7) Given the reactants FC1C=CC(C2(CCC3O[N:19]=[C:18]4[C:21]5[C:26]([CH2:27][CH2:28][C:17]=34)=[CH:25][C:24]([CH:29]=[CH2:30])=[CH:23][CH:22]=5)CCCCC2)=CC=1.[Cl:31][C:32]1[CH:37]=[CH:36][C:35]([CH:38]2[CH2:43][CH2:42][CH:41]([C:44]([O:46]C)=O)[CH2:40][CH2:39]2)=[CH:34][CH:33]=1, predict the reaction product. The product is: [Cl:31][C:32]1[CH:33]=[CH:34][C:35]([CH:38]2[CH2:39][CH2:40][CH:41]([C:44]3[O:46][N:19]=[C:18]4[C:21]5[C:26]([CH2:27][CH2:28][C:17]=34)=[CH:25][C:24]([CH:29]=[CH2:30])=[CH:23][CH:22]=5)[CH2:42][CH2:43]2)=[CH:36][CH:37]=1. (8) Given the reactants [N:1]1([CH2:6][CH2:7][O:8][CH2:9][CH:10]2[CH2:15][CH2:14][N:13](C(OC(C)(C)C)=O)[CH2:12][CH2:11]2)[CH2:5][CH2:4][CH2:3][CH2:2]1.FC(F)(F)C(O)=O.[OH-].[Na+], predict the reaction product. The product is: [N:1]1([CH2:6][CH2:7][O:8][CH2:9][CH:10]2[CH2:15][CH2:14][NH:13][CH2:12][CH2:11]2)[CH2:5][CH2:4][CH2:3][CH2:2]1.